From a dataset of Forward reaction prediction with 1.9M reactions from USPTO patents (1976-2016). Predict the product of the given reaction. (1) Given the reactants [H-].[Al+3].[Li+].[H-].[H-].[H-].C([O:9][C:10](=O)[CH2:11][CH2:12][CH2:13][CH2:14][CH2:15][CH2:16][C:17]([C:19]1[CH:28]=[CH:27][C:26]2[C:21](=[CH:22][CH:23]=[CH:24][CH:25]=2)[CH:20]=1)=[O:18])C.O.[OH-].[Na+], predict the reaction product. The product is: [OH:18][CH:17]([C:19]1[CH:28]=[CH:27][C:26]2[C:21](=[CH:22][CH:23]=[CH:24][CH:25]=2)[CH:20]=1)[CH2:16][CH2:15][CH2:14][CH2:13][CH2:12][CH2:11][CH2:10][OH:9]. (2) Given the reactants [CH3:1][O:2][C:3]([C:5]1[N:6]=[C:7]2[C:12]([C:13]([F:16])([F:15])[F:14])=[CH:11][C:10](Br)=[CH:9][N:8]2[C:18]=1[Cl:19])=[O:4].[C:20]1(B(O)O)[CH2:24][CH2:23][CH2:22][CH:21]=1.C([O-])(O)=O.[Na+], predict the reaction product. The product is: [CH3:1][O:2][C:3]([C:5]1[N:6]=[C:7]2[C:12]([C:13]([F:16])([F:15])[F:14])=[CH:11][C:10]([C:20]3[CH2:24][CH2:23][CH2:22][CH:21]=3)=[CH:9][N:8]2[C:18]=1[Cl:19])=[O:4]. (3) Given the reactants [Br:1][C:2]1[CH:3]=[C:4]2[C:12](=[CH:13][CH:14]=1)[NH:11][C:10]1[CH:9]([NH2:15])[CH2:8][CH2:7][CH2:6][C:5]2=1.[Cl:16][C:17]1[CH:25]=[CH:24][CH:23]=[C:22]([Cl:26])[C:18]=1[C:19](Cl)=[O:20], predict the reaction product. The product is: [Br:1][C:2]1[CH:3]=[C:4]2[C:12](=[CH:13][CH:14]=1)[NH:11][C:10]1[CH:9]([NH:15][C:19](=[O:20])[C:18]3[C:17]([Cl:16])=[CH:25][CH:24]=[CH:23][C:22]=3[Cl:26])[CH2:8][CH2:7][CH2:6][C:5]2=1. (4) Given the reactants C([O:3][C:4](=[O:31])[C:5]1[CH:10]=[CH:9][C:8]([CH2:11][N:12]2[CH2:17][CH2:16][CH2:15][C@H:14]([NH:18][C:19]([O:21][C:22]([CH3:25])([CH3:24])[CH3:23])=[O:20])[CH2:13]2)=[C:7]([O:26][C:27]([F:30])([F:29])[F:28])[CH:6]=1)C.C(OC(N1CCN(CC2C=CC(C(O)=O)=CC=2C(F)(F)F)CC1)=O)(C)(C)C, predict the reaction product. The product is: [C:22]([O:21][C:19]([NH:18][C@H:14]1[CH2:15][CH2:16][CH2:17][N:12]([CH2:11][C:8]2[CH:9]=[CH:10][C:5]([C:4]([OH:31])=[O:3])=[CH:6][C:7]=2[O:26][C:27]([F:30])([F:28])[F:29])[CH2:13]1)=[O:20])([CH3:25])([CH3:23])[CH3:24]. (5) Given the reactants [OH2:1].[F-].C([N+](CCCC)(CCCC)CCCC)CCC.[Si]([CH2:27][CH2:28][CH:29]([OH:35])[C:30]([CH3:34])([CH3:33])[C:31]#[N:32])(C(C)(C)C)(C)C, predict the reaction product. The product is: [OH:1][CH2:27][CH2:28][CH:29]([OH:35])[C:30]([CH3:34])([CH3:33])[C:31]#[N:32]. (6) Given the reactants C[O:2][C:3]1[CH:4]=[C:5]2[C:14](=[CH:15][CH:16]=1)[CH2:13][CH:12]([C:17]1[CH:22]=[CH:21][C:20]([O:23]C)=[CH:19][CH:18]=1)[CH:11]1[CH:6]2[CH2:7][CH2:8][CH2:9][CH2:10]1.C(Cl)Cl.B(Br)(Br)Br, predict the reaction product. The product is: [OH:23][C:20]1[CH:19]=[CH:18][C:17]([CH:12]2[CH2:13][C:14]3[CH:15]=[CH:16][C:3]([OH:2])=[CH:4][C:5]=3[CH:6]3[CH:11]2[CH2:10][CH2:9][CH2:8][CH2:7]3)=[CH:22][CH:21]=1. (7) Given the reactants [C:1]([C:3]1[CH:8]=[CH:7][C:6](=[O:9])[N:5]([C:10]2[CH:15]=[CH:14][CH:13]=[CH:12][CH:11]=2)[C:4]=1[S-:16])#[N:2].[Na+].Cl[CH2:19][C:20]#[N:21].O, predict the reaction product. The product is: [NH2:2][C:1]1[C:3]2[CH:8]=[CH:7][C:6](=[O:9])[N:5]([C:10]3[CH:15]=[CH:14][CH:13]=[CH:12][CH:11]=3)[C:4]=2[S:16][C:19]=1[C:20]#[N:21]. (8) Given the reactants [CH3:1][O:2][C:3]1[CH:4]=[C:5]([C:13](=O)[CH3:14])[CH:6]=[C:7]([O:11][CH3:12])[C:8]=1[O:9][CH3:10].[CH3:16][O:17][C:18]1[CH:19]=[C:20]2[C:24](=[CH:25][CH:26]=1)[NH:23][C:22](=[O:27])[C:21]2=O.[OH-:29].[K+], predict the reaction product. The product is: [CH3:16][O:17][C:18]1[CH:19]=[C:20]2[C:24](=[CH:25][CH:26]=1)[N:23]=[C:13]([C:5]1[CH:4]=[C:3]([O:2][CH3:1])[C:8]([O:9][CH3:10])=[C:7]([O:11][CH3:12])[CH:6]=1)[CH:14]=[C:21]2[C:22]([OH:27])=[O:29]. (9) Given the reactants [CH3:1][CH:2]1[CH2:7][C:6](=[O:8])[CH2:5][CH2:4][N:3]1[C:9]([O:11][C:12]([CH3:15])([CH3:14])[CH3:13])=[O:10].[BH4-].[Na+], predict the reaction product. The product is: [OH:8][C@H:6]1[CH2:5][CH2:4][N:3]([C:9]([O:11][C:12]([CH3:15])([CH3:14])[CH3:13])=[O:10])[C@@H:2]([CH3:1])[CH2:7]1.[OH:8][C@@H:6]1[CH2:5][CH2:4][N:3]([C:9]([O:11][C:12]([CH3:15])([CH3:14])[CH3:13])=[O:10])[C@@H:2]([CH3:1])[CH2:7]1.